This data is from Forward reaction prediction with 1.9M reactions from USPTO patents (1976-2016). The task is: Predict the product of the given reaction. (1) Given the reactants [CH2:1]([C@H:8]1[CH2:13][CH2:12][N:11]([CH2:14][CH2:15][S:16]([C:19]2[CH:24]=[CH:23][C:22]([OH:25])=[CH:21][CH:20]=2)(=[O:18])=[O:17])[CH2:10][C@H:9]1[OH:26])[C:2]1[CH:7]=[CH:6][CH:5]=[CH:4][CH:3]=1.[C:27]([O:31][C:32]([N:34]([CH2:36][C:37]1[CH:38]=[C:39]([CH:43]=[CH:44][CH:45]=1)[C:40](O)=[O:41])[CH3:35])=[O:33])([CH3:30])([CH3:29])[CH3:28], predict the reaction product. The product is: [CH2:1]([C@H:8]1[CH2:13][CH2:12][N:11]([CH2:14][CH2:15][S:16]([C:19]2[CH:24]=[CH:23][C:22]([O:25][C:40](=[O:41])[C:39]3[CH:43]=[CH:44][CH:45]=[C:37]([CH2:36][N:34]([C:32]([O:31][C:27]([CH3:29])([CH3:28])[CH3:30])=[O:33])[CH3:35])[CH:38]=3)=[CH:21][CH:20]=2)(=[O:18])=[O:17])[CH2:10][C@H:9]1[OH:26])[C:2]1[CH:7]=[CH:6][CH:5]=[CH:4][CH:3]=1. (2) Given the reactants [Cl:1][C:2]1[CH:3]=[C:4]([OH:9])[CH:5]=[N:6][C:7]=1[Cl:8].Br[CH:11]([CH2:21][CH3:22])[C:12]([NH:14][C:15]([CH3:20])([CH3:19])[C:16]#[C:17][CH3:18])=[O:13], predict the reaction product. The product is: [Cl:1][C:2]1[CH:3]=[C:4]([O:9][CH:11]([CH2:21][CH3:22])[C:12]([NH:14][C:15]([CH3:20])([CH3:19])[C:16]#[C:17][CH3:18])=[O:13])[CH:5]=[N:6][C:7]=1[Cl:8]. (3) Given the reactants [Br:1][C:2]1[CH:7]=[C:6]([N+:8]([O-:10])=[O:9])[CH:5]=[C:4]([CH3:11])[C:3]=1[OH:12].CCN(CC)CC.[O:20](S(C(F)(F)F)(=O)=O)[S:21]([C:24]([F:27])([F:26])[F:25])(=O)=[O:22].Cl, predict the reaction product. The product is: [F:25][C:24]([F:27])([F:26])[S:21]([O:12][C:3]1[C:4]([CH3:11])=[CH:5][C:6]([N+:8]([O-:10])=[O:9])=[CH:7][C:2]=1[Br:1])(=[O:22])=[O:20]. (4) Given the reactants [OH-].[Na+].[OH:3][C:4]1[CH:13]=[CH:12][C:11]([NH:14][C:15](=[O:40])[CH:16]([O:19][CH2:20][CH2:21][CH2:22][CH2:23]/[CH:24]=[CH:25]\[CH2:26]/[CH:27]=[CH:28]\[CH2:29]/[CH:30]=[CH:31]\[CH2:32]/[CH:33]=[CH:34]\[CH2:35]/[CH:36]=[CH:37]\[CH2:38][CH3:39])[CH2:17][CH3:18])=[CH:10][C:5]=1[C:6]([O:8]C)=[O:7].Cl, predict the reaction product. The product is: [OH:3][C:4]1[CH:13]=[CH:12][C:11]([NH:14][C:15](=[O:40])[CH:16]([O:19][CH2:20][CH2:21][CH2:22][CH2:23]/[CH:24]=[CH:25]\[CH2:26]/[CH:27]=[CH:28]\[CH2:29]/[CH:30]=[CH:31]\[CH2:32]/[CH:33]=[CH:34]\[CH2:35]/[CH:36]=[CH:37]\[CH2:38][CH3:39])[CH2:17][CH3:18])=[CH:10][C:5]=1[C:6]([OH:8])=[O:7].